From a dataset of Forward reaction prediction with 1.9M reactions from USPTO patents (1976-2016). Predict the product of the given reaction. (1) Given the reactants [I:1][C:2]1[O:3][C:4]2[C:5](=[C:7]([C:11]([OH:13])=O)[CH:8]=[CH:9][CH:10]=2)[CH:6]=1.CN(C(ON1N=NC2C=CC=CC1=2)=[N+](C)C)C.[B-](F)(F)(F)F.CCN(C(C)C)C(C)C.[NH2:45][CH2:46][CH:47]1[CH2:51][S:50][CH2:49][N:48]1[C:52]([C:54]1[N:55]=[C:56]([CH3:66])[S:57][C:58]=1[C:59]1[CH:60]=[C:61]([CH3:65])[CH:62]=[CH:63][CH:64]=1)=[O:53], predict the reaction product. The product is: [CH3:66][C:56]1[S:57][C:58]([C:59]2[CH:60]=[C:61]([CH3:65])[CH:62]=[CH:63][CH:64]=2)=[C:54]([C:52]([N:48]2[CH:47]([CH2:46][NH:45][C:11]([C:7]3[CH:8]=[CH:9][CH:10]=[C:4]4[O:3][C:2]([I:1])=[CH:6][C:5]=34)=[O:13])[CH2:51][S:50][CH2:49]2)=[O:53])[N:55]=1. (2) The product is: [O:12]=[S:10]1(=[O:11])[C:3]2[C:2](=[CH:7][C:6]([C:8]#[N:9])=[CH:5][CH:4]=2)[C:15]2[C:14](=[C:23]3[C:18](=[CH:17][CH:16]=2)[CH:19]=[CH:20][CH:21]=[N:22]3)[NH:13]1. Given the reactants N[C:2]1[CH:7]=[C:6]([C:8]#[N:9])[CH:5]=[CH:4][C:3]=1[S:10]([NH:13][C:14]1[CH:15]=[CH:16][CH:17]=[C:18]2[C:23]=1[N:22]=[CH:21][CH:20]=[CH:19]2)(=[O:12])=[O:11].N(OC(C)(C)C)=O.CC(O)=O, predict the reaction product.